This data is from NCI-60 drug combinations with 297,098 pairs across 59 cell lines. The task is: Regression. Given two drug SMILES strings and cell line genomic features, predict the synergy score measuring deviation from expected non-interaction effect. (1) Cell line: DU-145. Drug 1: C1=CC(=CC=C1CCC2=CNC3=C2C(=O)NC(=N3)N)C(=O)NC(CCC(=O)O)C(=O)O. Synergy scores: CSS=53.3, Synergy_ZIP=-1.98, Synergy_Bliss=-1.16, Synergy_Loewe=1.48, Synergy_HSA=1.84. Drug 2: CCC1(CC2CC(C3=C(CCN(C2)C1)C4=CC=CC=C4N3)(C5=C(C=C6C(=C5)C78CCN9C7C(C=CC9)(C(C(C8N6C)(C(=O)OC)O)OC(=O)C)CC)OC)C(=O)OC)O.OS(=O)(=O)O. (2) Drug 1: COC1=CC(=CC(=C1O)OC)C2C3C(COC3=O)C(C4=CC5=C(C=C24)OCO5)OC6C(C(C7C(O6)COC(O7)C8=CC=CS8)O)O. Drug 2: CC1=C2C(C(=O)C3(C(CC4C(C3C(C(C2(C)C)(CC1OC(=O)C(C(C5=CC=CC=C5)NC(=O)OC(C)(C)C)O)O)OC(=O)C6=CC=CC=C6)(CO4)OC(=O)C)O)C)O. Cell line: SK-OV-3. Synergy scores: CSS=46.6, Synergy_ZIP=-7.48, Synergy_Bliss=-2.34, Synergy_Loewe=-1.17, Synergy_HSA=1.38. (3) Drug 1: C1CN1P(=S)(N2CC2)N3CC3. Drug 2: CC1CCC2CC(C(=CC=CC=CC(CC(C(=O)C(C(C(=CC(C(=O)CC(OC(=O)C3CCCCN3C(=O)C(=O)C1(O2)O)C(C)CC4CCC(C(C4)OC)O)C)C)O)OC)C)C)C)OC. Cell line: SNB-19. Synergy scores: CSS=15.7, Synergy_ZIP=3.85, Synergy_Bliss=7.41, Synergy_Loewe=-1.11, Synergy_HSA=1.93. (4) Drug 1: CNC(=O)C1=NC=CC(=C1)OC2=CC=C(C=C2)NC(=O)NC3=CC(=C(C=C3)Cl)C(F)(F)F. Drug 2: CCC1(C2=C(COC1=O)C(=O)N3CC4=CC5=C(C=CC(=C5CN(C)C)O)N=C4C3=C2)O.Cl. Cell line: OVCAR3. Synergy scores: CSS=6.08, Synergy_ZIP=-3.34, Synergy_Bliss=-3.72, Synergy_Loewe=-27.1, Synergy_HSA=-9.13. (5) Drug 1: C1CC(=O)NC(=O)C1N2CC3=C(C2=O)C=CC=C3N. Drug 2: CC1C(C(CC(O1)OC2CC(OC(C2O)C)OC3=CC4=CC5=C(C(=O)C(C(C5)C(C(=O)C(C(C)O)O)OC)OC6CC(C(C(O6)C)O)OC7CC(C(C(O7)C)O)OC8CC(C(C(O8)C)O)(C)O)C(=C4C(=C3C)O)O)O)O. Cell line: HT29. Synergy scores: CSS=5.61, Synergy_ZIP=1.54, Synergy_Bliss=3.07, Synergy_Loewe=-62.4, Synergy_HSA=0.743.